This data is from Reaction yield outcomes from USPTO patents with 853,638 reactions. The task is: Predict the reaction yield, written as a fraction of the theoretical maximum amount of product (1.0 means a 100% yield; for example, 0.34 means a 34% yield). (1) The reactants are [OH:1][C:2]1[C:10]2[O:9][C:8]([NH:11][CH2:12][C:13]([OH:15])=[O:14])=[C:7]([C:16](=[O:29])[C:17]3[CH:22]=[C:21]([O:23][CH3:24])[C:20]([O:25][CH3:26])=[C:19]([O:27][CH3:28])[CH:18]=3)[C:6]=2[CH:5]=[CH:4][C:3]=1[O:30][CH3:31].[CH3:32][Si](Cl)(C)C. The catalyst is CO. The product is [CH3:32][O:14][C:13](=[O:15])[CH2:12][NH:11][C:8]1[O:9][C:10]2[C:2]([OH:1])=[C:3]([O:30][CH3:31])[CH:4]=[CH:5][C:6]=2[C:7]=1[C:16](=[O:29])[C:17]1[CH:18]=[C:19]([O:27][CH3:28])[C:20]([O:25][CH3:26])=[C:21]([O:23][CH3:24])[CH:22]=1. The yield is 0.790. (2) The reactants are [C:1]([O:7][C:8]([CH3:11])([CH3:10])[CH3:9])(=[O:6])[CH2:2][C:3]([CH3:5])=O.Br[C:13]1[CH:14]=[C:15]([CH:18]=[CH:19][CH:20]=1)[CH:16]=O.[NH4+:21].[OH-:22]. The catalyst is CCO.C(Cl)Cl. The product is [CH3:5][C:3]1[NH:21][C:3]([CH3:5])=[C:2]([C:1]([O:7][C:8]([CH3:11])([CH3:10])[CH3:9])=[O:22])[CH:16]([C:15]2[CH:18]=[CH:19][CH:20]=[CH:13][CH:14]=2)[C:2]=1[C:1]([O:7][C:8]([CH3:11])([CH3:10])[CH3:9])=[O:6]. The yield is 0.230. (3) The reactants are Cl[C:2]1[C:11]2[C:10](=[O:12])O[C:8]([C:13]3[CH:18]=[CH:17][CH:16]=[CH:15][C:14]=3[O:19]C(=O)C)=[N:7][C:6]=2[CH:5]=[CH:4][CH:3]=1.[CH2:23]([NH2:31])[CH2:24][C:25]1[CH:30]=[CH:29][CH:28]=[CH:27][CH:26]=1. No catalyst specified. The product is [OH:19][C:14]1[CH:15]=[CH:16][CH:17]=[CH:18][C:13]=1[C:8]1[N:31]([CH2:23][CH2:24][C:25]2[CH:30]=[CH:29][CH:28]=[CH:27][CH:26]=2)[C:10](=[O:12])[C:11]2[C:6](=[CH:5][CH:4]=[CH:3][C:2]=2[NH:31][CH2:23][CH2:24][C:25]2[CH:30]=[CH:29][CH:28]=[CH:27][CH:26]=2)[N:7]=1. The yield is 0.500. (4) The reactants are [O:1]1[C:5]2[CH:6]=[CH:7][C:8]([CH:10]=[O:11])=[CH:9][C:4]=2[O:3][CH2:2]1.Br[C:13]1[CH:21]=[CH:20][C:16]2[O:17][CH2:18][O:19][C:15]=2[CH:14]=1.C([Li])CCC.O1C2C=CC(C(C3C=C(OC)C=C(OC)C=3)O)=CC=2OCC1. No catalyst specified. The product is [O:1]1[C:5]2[CH:6]=[CH:7][C:8]([CH:10]([C:13]3[CH:21]=[CH:20][C:16]4[O:17][CH2:18][O:19][C:15]=4[CH:14]=3)[OH:11])=[CH:9][C:4]=2[O:3][CH2:2]1. The yield is 0.830.